From a dataset of Reaction yield outcomes from USPTO patents with 853,638 reactions. Predict the reaction yield, written as a fraction of the theoretical maximum amount of product (1.0 means a 100% yield; for example, 0.34 means a 34% yield). (1) The reactants are O[CH2:2][C:3]1([S:6]([NH:9][C:10](=[O:16])[O:11][C:12]([CH3:15])([CH3:14])[CH3:13])(=[O:8])=[O:7])[CH2:5][CH2:4]1.CCN(S(F)(F)[F:23])CC. The catalyst is C(Cl)Cl. The product is [F:23][CH2:2][C:3]1([S:6]([NH:9][C:10](=[O:16])[O:11][C:12]([CH3:15])([CH3:14])[CH3:13])(=[O:8])=[O:7])[CH2:5][CH2:4]1. The yield is 0.720. (2) The reactants are [Cl:1][C:2]1[CH:7]=[CH:6][C:5]([O:8][C:9]2[CH:27]=[CH:26][C:12]([O:13][CH2:14][C@@H:15]3[CH2:19][CH2:18][CH2:17][N:16]3[CH2:20][CH2:21][CH2:22][C:23]([OH:25])=[O:24])=[CH:11][CH:10]=2)=[CH:4][CH:3]=1.[C:28]1([S:34]([OH:37])(=[O:36])=[O:35])[CH:33]=[CH:32][CH:31]=[CH:30][CH:29]=1. The catalyst is CCOCC. The product is [C:28]1([S:34]([OH:37])(=[O:36])=[O:35])[CH:33]=[CH:32][CH:31]=[CH:30][CH:29]=1.[Cl:1][C:2]1[CH:3]=[CH:4][C:5]([O:8][C:9]2[CH:27]=[CH:26][C:12]([O:13][CH2:14][C@@H:15]3[CH2:19][CH2:18][CH2:17][N:16]3[CH2:20][CH2:21][CH2:22][C:23]([OH:25])=[O:24])=[CH:11][CH:10]=2)=[CH:6][CH:7]=1. The yield is 0.630. (3) The reactants are [OH:1][C:2]1[CH:3]=[C:4]([CH:7]=[CH:8][C:9]=1[O:10][CH3:11])[CH:5]=[O:6].C([O-])([O-])=O.[K+].[K+].[Cl:18][CH2:19][CH2:20]Cl. The catalyst is CN(C=O)C. The product is [Cl:18][CH2:19][CH2:20][O:1][C:2]1[CH:3]=[C:4]([CH:7]=[CH:8][C:9]=1[O:10][CH3:11])[CH:5]=[O:6]. The yield is 0.840. (4) The reactants are [CH3:1][O:2][C:3]1[CH:4]=[C:5]([CH:11]=[CH:12][C:13]=1[O:14][CH2:15][CH:16]1[CH2:21][CH2:20][N:19]([CH3:22])[CH2:18][CH2:17]1)[C:6]([O:8][CH2:9][CH3:10])=[O:7].C(O)(C(F)(F)F)=O.[N+:30]([O-])([OH:32])=[O:31]. The catalyst is C(Cl)Cl. The product is [CH3:1][O:2][C:3]1[CH:4]=[C:5]([C:11]([N+:30]([O-:32])=[O:31])=[CH:12][C:13]=1[O:14][CH2:15][CH:16]1[CH2:17][CH2:18][N:19]([CH3:22])[CH2:20][CH2:21]1)[C:6]([O:8][CH2:9][CH3:10])=[O:7]. The yield is 0.820. (5) The reactants are [Cl:1][C:2]1[C:7]([NH2:8])=[CH:6][CH:5]=[C:4]([Cl:9])[C:3]=1[CH3:10].[C:11]([C:17](OC)=[O:18])#[C:12][C:13]([O:15][CH3:16])=[O:14]. The catalyst is CO. The yield is 0.850. The product is [CH3:16][O:15][C:13]([C:12]1[CH2:11][C:17](=[O:18])[C:6]2[C:7](=[C:2]([Cl:1])[C:3]([CH3:10])=[C:4]([Cl:9])[CH:5]=2)[N:8]=1)=[O:14].